The task is: Predict the product of the given reaction.. This data is from Forward reaction prediction with 1.9M reactions from USPTO patents (1976-2016). (1) Given the reactants [Cl:1][C:2]1[CH:3]=[CH:4][C:5]([C:9]2[N:13]([CH2:14][CH:15]3[CH2:20][CH2:19][CH2:18][CH2:17][CH2:16]3)[C:12]3[CH:21]=[C:22]([F:26])[C:23]([F:25])=[CH:24][C:11]=3[N:10]=2)=[C:6]([OH:8])[CH:7]=1.[CH3:27][O:28][C:29](=[O:38])[C:30]1[CH:35]=[CH:34][CH:33]=[C:32]([CH2:36]Br)[CH:31]=1, predict the reaction product. The product is: [CH3:27][O:28][C:29](=[O:38])[C:30]1[CH:35]=[CH:34][CH:33]=[C:32]([CH2:36][O:8][C:6]2[CH:7]=[C:2]([Cl:1])[CH:3]=[CH:4][C:5]=2[C:9]2[N:13]([CH2:14][CH:15]3[CH2:16][CH2:17][CH2:18][CH2:19][CH2:20]3)[C:12]3[CH:21]=[C:22]([F:26])[C:23]([F:25])=[CH:24][C:11]=3[N:10]=2)[CH:31]=1. (2) Given the reactants Br[C:2]1[CH:21]=[CH:20][CH:19]=[CH:18][C:3]=1[O:4][CH:5]([C:12]1[CH:17]=[CH:16][CH:15]=[CH:14][CH:13]=1)[CH:6]1[O:11][CH2:10][CH2:9][NH:8][CH2:7]1.[C:22]1(C)C=CC=C[CH:23]=1, predict the reaction product. The product is: [NH:8]1[CH2:9][CH2:10][O:11][CH2:6][CH2:7]1.[C:12]1([CH:5]([O:4][C:3]2[CH:18]=[CH:19][CH:20]=[CH:21][C:2]=2[CH:22]=[CH2:23])[CH:6]2[O:11][CH2:10][CH2:9][NH:8][CH2:7]2)[CH:17]=[CH:16][CH:15]=[CH:14][CH:13]=1. (3) The product is: [CH3:34][O:35][C:36]1[CH:41]=[C:40]([CH3:42])[C:39]([S:43]([N:3]2[CH2:8][CH2:7][CH2:6][CH:5]([CH2:9][CH2:10][S:11]([N:14]3[CH2:15][CH2:16][CH:17]([CH2:20][CH2:21][N:22]4[CH2:26][CH2:25][CH2:24][CH2:23]4)[CH2:18][CH2:19]3)(=[O:13])=[O:12])[CH2:4]2)(=[O:44])=[O:45])=[C:38]([CH3:47])[C:37]=1[CH3:48]. Given the reactants Cl.Cl.[NH:3]1[CH2:8][CH2:7][CH2:6][CH:5]([CH2:9][CH2:10][S:11]([N:14]2[CH2:19][CH2:18][CH:17]([CH2:20][CH2:21][N:22]3[CH2:26][CH2:25][CH2:24][CH2:23]3)[CH2:16][CH2:15]2)(=[O:13])=[O:12])[CH2:4]1.C(N(CC)CC)C.[CH3:34][O:35][C:36]1[CH:41]=[C:40]([CH3:42])[C:39]([S:43](Cl)(=[O:45])=[O:44])=[C:38]([CH3:47])[C:37]=1[CH3:48].C(=O)(O)[O-].[Na+].Cl.C[Si](C)(C)Cl, predict the reaction product.